This data is from Reaction yield outcomes from USPTO patents with 853,638 reactions. The task is: Predict the reaction yield, written as a fraction of the theoretical maximum amount of product (1.0 means a 100% yield; for example, 0.34 means a 34% yield). The reactants are [CH3:1][O:2][C:3]1[C:8]2[O:9][C:10]3([O:16][C:7]=2[C:6]([C:17](OC)=[O:18])=[CH:5][CH:4]=1)[CH2:15][CH2:14][O:13][CH2:12][CH2:11]3.[Cl:21][C:22]1[CH:23]=[N:24][CH:25]=[C:26]([Cl:29])[C:27]=1[CH3:28].C[Si]([N-][Si](C)(C)C)(C)C.[Li+].[NH4+].[Cl-]. The catalyst is O1CCCC1. The product is [Cl:21][C:22]1[CH:23]=[N:24][CH:25]=[C:26]([Cl:29])[C:27]=1[CH2:28][C:17]([C:6]1[C:7]2[O:16][C:10]3([CH2:11][CH2:12][O:13][CH2:14][CH2:15]3)[O:9][C:8]=2[C:3]([O:2][CH3:1])=[CH:4][CH:5]=1)=[O:18]. The yield is 0.710.